Task: Predict the reaction yield, written as a fraction of the theoretical maximum amount of product (1.0 means a 100% yield; for example, 0.34 means a 34% yield).. Dataset: Reaction yield outcomes from USPTO patents with 853,638 reactions The reactants are [Br:1][C:2]1[CH:3]=[C:4]2[C:10]([I:11])=[CH:9][NH:8][C:5]2=[N:6][CH:7]=1.[H-].[Na+].[C:14]1([CH3:24])[CH:19]=[CH:18][C:17]([S:20](Cl)(=[O:22])=[O:21])=[CH:16][CH:15]=1.Cl. The catalyst is C1COCC1. The product is [Br:1][C:2]1[CH:3]=[C:4]2[C:10]([I:11])=[CH:9][N:8]([S:20]([C:17]3[CH:18]=[CH:19][C:14]([CH3:24])=[CH:15][CH:16]=3)(=[O:22])=[O:21])[C:5]2=[N:6][CH:7]=1. The yield is 0.810.